From a dataset of Reaction yield outcomes from USPTO patents with 853,638 reactions. Predict the reaction yield, written as a fraction of the theoretical maximum amount of product (1.0 means a 100% yield; for example, 0.34 means a 34% yield). (1) The product is [CH2:1]([O:3][CH:4]([O:8][CH2:9][CH3:10])[C@@H:5]([NH:7][CH2:21][C:19]1[CH:18]=[CH:17][CH:16]=[C:15]2[C:20]=1[N:11]=[CH:12][CH:13]=[CH:14]2)[CH3:6])[CH3:2]. The yield is 0.907. The reactants are [CH2:1]([O:3][CH:4]([O:8][CH2:9][CH3:10])[C@@H:5]([NH2:7])[CH3:6])[CH3:2].[N:11]1[C:20]2[C:15](=[CH:16][CH:17]=[CH:18][C:19]=2[CH:21]=O)[CH:14]=[CH:13][CH:12]=1. No catalyst specified. (2) The reactants are Cl[C:2]1[CH:3]=[CH:4][C:5]2[O:14][CH2:13][CH2:12][C:11]3[CH:10]=[C:9]([C:15]4[N:16]([C:20]5[CH:25]=[CH:24][C:23]([F:26])=[CH:22][C:21]=5[F:27])[N:17]=[CH:18][N:19]=4)[S:8][C:7]=3[C:6]=2[N:28]=1.[CH:29]([N:32]1[CH2:37][CH2:36][NH:35][CH2:34][CH2:33]1)([CH3:31])[CH3:30].CC(C1C=C(C(C)C)C(C2C=CC=CC=2P(C2CCCCC2)C2CCCCC2)=C(C(C)C)C=1)C.CC(C)([O-])C. The yield is 0.220. The product is [F:27][C:21]1[CH:22]=[C:23]([F:26])[CH:24]=[CH:25][C:20]=1[N:16]1[C:15]([C:9]2[S:8][C:7]3[C:6]4[N:28]=[C:2]([N:35]5[CH2:36][CH2:37][N:32]([CH:29]([CH3:31])[CH3:30])[CH2:33][CH2:34]5)[CH:3]=[CH:4][C:5]=4[O:14][CH2:13][CH2:12][C:11]=3[CH:10]=2)=[N:19][CH:18]=[N:17]1. The catalyst is O1CCOCC1.CC([O-])=O.CC([O-])=O.[Pd+2]. (3) The reactants are [CH:1]1[C:10]2[C:5](=[CH:6][CH:7]=[CH:8][CH:9]=2)[CH:4]=[CH:3][C:2]=1[S:11]([CH:14]1[CH2:19][CH2:18][NH:17][CH2:16][CH2:15]1)(=[O:13])=[O:12].Cl[C:21]1[C:26]([N+:27]([O-:29])=[O:28])=[CH:25][CH:24]=[CH:23][N:22]=1. No catalyst specified. The product is [CH:1]1[C:10]2[C:5](=[CH:6][CH:7]=[CH:8][CH:9]=2)[CH:4]=[CH:3][C:2]=1[S:11]([CH:14]1[CH2:19][CH2:18][N:17]([C:21]2[C:26]([N+:27]([O-:29])=[O:28])=[CH:25][CH:24]=[CH:23][N:22]=2)[CH2:16][CH2:15]1)(=[O:12])=[O:13]. The yield is 0.730. (4) The reactants are [NH2:1][C:2]1[CH:6]=[C:5]([C:7]2[CH:12]=[C:11]([F:13])[C:10]([F:14])=[C:9]([F:15])[CH:8]=2)[S:4][C:3]=1[C:16]([O:18]C)=[O:17].[OH-].[Li+].Cl. The catalyst is O1CCOCC1.CCOC(C)=O. The product is [NH2:1][C:2]1[CH:6]=[C:5]([C:7]2[CH:8]=[C:9]([F:15])[C:10]([F:14])=[C:11]([F:13])[CH:12]=2)[S:4][C:3]=1[C:16]([OH:18])=[O:17]. The yield is 0.830. (5) The reactants are C(OC(=O)[N:7]([S:13]([C:16]1[CH:21]=[C:20]([Cl:22])[C:19]([O:23][C:24]2[CH:25]=[N:26][C:27]([C:36]3[CH:41]=[CH:40][CH:39]=[CH:38][C:37]=3[F:42])=[CH:28][C:29]=2[C:30]2[CH:31]=[N:32][N:33]([CH3:35])[CH:34]=2)=[CH:18][C:17]=1[F:43])(=[O:15])=[O:14])[C:8]1[N:9]=[CH:10][S:11][CH:12]=1)(C)(C)C.[F:45][C:46]([F:51])([F:50])[C:47]([OH:49])=[O:48]. The catalyst is ClCCl. The product is [F:45][C:46]([F:51])([F:50])[C:47]([OH:49])=[O:48].[Cl:22][C:20]1[C:19]([O:23][C:24]2[CH:25]=[N:26][C:27]([C:36]3[CH:41]=[CH:40][CH:39]=[CH:38][C:37]=3[F:42])=[CH:28][C:29]=2[C:30]2[CH:31]=[N:32][N:33]([CH3:35])[CH:34]=2)=[CH:18][C:17]([F:43])=[C:16]([S:13]([NH:7][C:8]2[N:9]=[CH:10][S:11][CH:12]=2)(=[O:14])=[O:15])[CH:21]=1. The yield is 0.350. (6) The reactants are [OH-].[Na+].C[O:4][C:5](=[O:42])[CH2:6][C:7]1[CH:8]=[C:9]([C:16]2[CH:21]=[CH:20][C:19]([C:22]([CH2:40][CH3:41])([C:25]3[CH:30]=[CH:29][C:28](/[CH:31]=[CH:32]/[C:33]([CH2:37][CH3:38])([OH:36])[CH2:34][CH3:35])=[C:27]([CH3:39])[CH:26]=3)[CH2:23][CH3:24])=[CH:18][CH:17]=2)[C:10]([OH:15])=[C:11]([O:13][CH3:14])[CH:12]=1.[Cl-].[NH4+]. The catalyst is CO.O1CCCC1. The product is [CH2:23]([C:22]([C:19]1[CH:18]=[CH:17][C:16]([C:9]2[C:10]([OH:15])=[C:11]([O:13][CH3:14])[CH:12]=[C:7]([CH2:6][C:5]([OH:42])=[O:4])[CH:8]=2)=[CH:21][CH:20]=1)([C:25]1[CH:30]=[CH:29][C:28](/[CH:31]=[CH:32]/[C:33]([CH2:34][CH3:35])([OH:36])[CH2:37][CH3:38])=[C:27]([CH3:39])[CH:26]=1)[CH2:40][CH3:41])[CH3:24]. The yield is 0.0600. (7) The reactants are [Cl:1][C:2]1[CH:7]=[CH:6][C:5]([C:8]2[N:13]=[C:12]([NH2:14])[CH:11]=[N:10][C:9]=2[O:15][C@@H:16]([CH3:21])[C:17]([F:20])([F:19])[F:18])=[CH:4][CH:3]=1.Cl.[C:23](Cl)(=[O:30])[C:24]1[CH:29]=[CH:28][CH:27]=[N:26][CH:25]=1. The catalyst is N1C=CC=CC=1. The product is [Cl:1][C:2]1[CH:7]=[CH:6][C:5]([C:8]2[N:13]=[C:12]([NH:14][C:23](=[O:30])[C:24]3[CH:29]=[CH:28][CH:27]=[N:26][CH:25]=3)[CH:11]=[N:10][C:9]=2[O:15][C@@H:16]([CH3:21])[C:17]([F:18])([F:20])[F:19])=[CH:4][CH:3]=1. The yield is 0.910. (8) The reactants are FC(F)(F)C(OC(=O)C(F)(F)F)=[O:4].[CH:14]1([C:17]2[CH:22]=[N+:21]([O-])[C:20]([C:24]([O:26][CH2:27][CH3:28])=[O:25])=[CH:19][CH:18]=2)[CH2:16][CH2:15]1.O. The catalyst is CN(C)C=O. The product is [CH:14]1([C:17]2[CH:18]=[CH:19][C:20]([C:24]([O:26][CH2:27][CH3:28])=[O:25])=[N:21][C:22]=2[OH:4])[CH2:16][CH2:15]1. The yield is 0.780. (9) The reactants are [CH3:1][N:2]([CH3:27])[CH2:3][CH2:4][N:5]1[C:9]2[CH:10]=[CH:11][C:12]([S:14]([C@@H:17]3[CH2:21][CH2:20][NH:19][CH2:18]3)(=[O:16])=[O:15])=[CH:13][C:8]=2[N:7]=[C:6]1[CH2:22][C:23]([CH3:26])([CH3:25])[CH3:24].C=O.[CH:30](O)=O. The catalyst is O1CCOCC1. The product is [CH3:1][N:2]([CH3:27])[CH2:3][CH2:4][N:5]1[C:9]2[CH:10]=[CH:11][C:12]([S:14]([C@@H:17]3[CH2:21][CH2:20][N:19]([CH3:30])[CH2:18]3)(=[O:15])=[O:16])=[CH:13][C:8]=2[N:7]=[C:6]1[CH2:22][C:23]([CH3:24])([CH3:26])[CH3:25]. The yield is 0.890. (10) The reactants are [C:1]([C:5]1[CH:9]=[C:8]([O:10][CH2:11][C:12]2[CH:17]=[CH:16][CH:15]=[C:14]([CH3:18])[N:13]=2)[N:7]([CH2:19][C:20]2[CH:25]=[CH:24][C:23]([CH2:26][OH:27])=[CH:22][CH:21]=2)[N:6]=1)([CH3:4])([CH3:3])[CH3:2].[F:28][C:29]1[CH:34]=[C:33](O)[CH:32]=[CH:31][C:30]=1[CH2:36][CH2:37][C:38]([O:40][CH2:41][CH3:42])=[O:39].C(P(CCCC)CCCC)CCC.N(C(N1CCCCC1)=O)=NC(N1CCCCC1)=O. The catalyst is O1CCCC1. The product is [C:1]([C:5]1[CH:9]=[C:8]([O:10][CH2:11][C:12]2[CH:17]=[CH:16][CH:15]=[C:14]([CH3:18])[N:13]=2)[N:7]([CH2:19][C:20]2[CH:25]=[CH:24][C:23]([CH2:26][O:27][C:33]3[CH:32]=[CH:31][C:30]([CH2:36][CH2:37][C:38]([O:40][CH2:41][CH3:42])=[O:39])=[C:29]([F:28])[CH:34]=3)=[CH:22][CH:21]=2)[N:6]=1)([CH3:4])([CH3:2])[CH3:3]. The yield is 0.900.